From a dataset of Catalyst prediction with 721,799 reactions and 888 catalyst types from USPTO. Predict which catalyst facilitates the given reaction. Reactant: Cl.[Cl:2][C:3]1[C:8]([F:9])=[CH:7][CH:6]=[C:5]([Cl:10])[C:4]=1[CH:11]([OH:13])[CH3:12].[CH2:14]([OH:16])[CH3:15]. Product: [C:14]([O:13][CH:11]([C:4]1[C:5]([Cl:10])=[CH:6][CH:7]=[C:8]([F:9])[C:3]=1[Cl:2])[CH3:12])(=[O:16])[CH3:15]. The catalyst class is: 292.